Dataset: Reaction yield outcomes from USPTO patents with 853,638 reactions. Task: Predict the reaction yield, written as a fraction of the theoretical maximum amount of product (1.0 means a 100% yield; for example, 0.34 means a 34% yield). (1) The reactants are C1(P(C2C=CC=CC=2)C2C=CC=CC=2)C=CC=CC=1.[OH:20][C:21]1[CH:30]=[C:29]2[C:24]([C:25](=[O:39])[N:26]([CH2:31][O:32][C:33](=[O:38])[C:34]([CH3:37])([CH3:36])[CH3:35])[CH:27]=[N:28]2)=[CH:23][C:22]=1[O:40][CH3:41].[C:42]([O:46][C:47]([N:49]1[CH2:54][CH2:53][CH:52]([CH2:55]O)[CH2:51][CH2:50]1)=[O:48])([CH3:45])([CH3:44])[CH3:43].N(C(OCC)=O)=NC(OCC)=O. The catalyst is C(Cl)Cl. The product is [C:42]([O:46][C:47]([N:49]1[CH2:54][CH2:53][CH:52]([CH2:55][O:20][C:21]2[CH:30]=[C:29]3[C:24]([C:25](=[O:39])[N:26]([CH2:31][O:32][C:33](=[O:38])[C:34]([CH3:35])([CH3:36])[CH3:37])[CH:27]=[N:28]3)=[CH:23][C:22]=2[O:40][CH3:41])[CH2:51][CH2:50]1)=[O:48])([CH3:45])([CH3:43])[CH3:44]. The yield is 0.920. (2) The reactants are [NH2:1][C:2]1[CH:10]=[CH:9][C:8]([Br:11])=[CH:7][C:3]=1[C:4]([OH:6])=O.O=S(Cl)Cl.[Cl:16][C:17]1[CH:23]=[CH:22][CH:21]=[CH:20][C:18]=1[NH2:19].C(Cl)(Cl)Cl. The catalyst is C1C=CC=CC=1. The product is [NH2:1][C:2]1[CH:10]=[CH:9][C:8]([Br:11])=[CH:7][C:3]=1[C:4]([NH:19][C:18]1[CH:20]=[CH:21][CH:22]=[CH:23][C:17]=1[Cl:16])=[O:6]. The yield is 0.200. (3) The reactants are [C:1]1(=O)[CH2:5][CH2:4][CH2:3][CH2:2]1.[NH2:7][C:8]1[CH:9]=[CH:10][C:11]([F:22])=[C:12]([C@:14]2([CH3:21])[CH2:19][CH2:18][O:17][C:16]([NH2:20])=[N:15]2)[CH:13]=1.C(O)(=O)C.C(O[BH-](OC(=O)C)OC(=O)C)(=O)C.[Na+]. The catalyst is ClCCl. The product is [CH:1]1([NH:7][C:8]2[CH:9]=[CH:10][C:11]([F:22])=[C:12]([C@:14]3([CH3:21])[CH2:19][CH2:18][O:17][C:16]([NH2:20])=[N:15]3)[CH:13]=2)[CH2:5][CH2:4][CH2:3][CH2:2]1. The yield is 0.0600. (4) The reactants are Br[C:2]1[CH:3]=[CH:4][C:5]2[C:11]3[S:12][C:13]([C:15]([N:17]([C:19]4[CH:20]=[C:21]([CH:37]=[CH:38][C:39]=4[Cl:40])[C:22]([N:24]4[CH2:29][CH2:28][N:27]([C:30]([O:32][C:33]([CH3:36])([CH3:35])[CH3:34])=[O:31])[CH2:26][CH2:25]4)=[O:23])[CH3:18])=[O:16])=[CH:14][C:10]=3[CH2:9][CH2:8][O:7][C:6]=2[CH:41]=1.CC1(C)C2[C:64](=C(P(C3C=CC=CC=3)C3C=CC=CC=3)C=CC=2)[O:63]C2C(P(C3C=CC=CC=3)C3C=CC=CC=3)=CC=CC1=2.[CH3:84][NH2:85].Cl.C([O-])([O-])=O.[Na+].[Na+]. The catalyst is C1(C)C=CC=CC=1.CC([O-])=O.CC([O-])=O.[Pd+2]. The product is [Cl:40][C:39]1[CH:38]=[CH:37][C:21]([C:22]([N:24]2[CH2:25][CH2:26][N:27]([C:30]([O:32][C:33]([CH3:35])([CH3:34])[CH3:36])=[O:31])[CH2:28][CH2:29]2)=[O:23])=[CH:20][C:19]=1[N:17]([CH3:18])[C:15]([C:13]1[S:12][C:11]2[C:5]3[CH:4]=[CH:3][C:2]([C:64](=[O:63])[NH:85][CH3:84])=[CH:41][C:6]=3[O:7][CH2:8][CH2:9][C:10]=2[CH:14]=1)=[O:16]. The yield is 0.800. (5) The reactants are [CH:1]([C:3]1[CH:12]=[CH:11][C:6]([C:7]([O:9][CH3:10])=[O:8])=[CH:5][C:4]=1[OH:13])=[O:2].C([O-])([O-])=O.[K+].[K+].[CH2:20](Br)[CH:21]=[CH2:22]. The catalyst is CC(C)=O. The product is [CH2:22]([O:13][C:4]1[CH:5]=[C:6]([CH:11]=[CH:12][C:3]=1[CH:1]=[O:2])[C:7]([O:9][CH3:10])=[O:8])[CH:21]=[CH2:20]. The yield is 0.490. (6) The catalyst is CN(C=O)C. The yield is 0.280. The reactants are [O:1]=[C:2]([C:6]1[S:7][CH:8]=[CH:9][CH:10]=1)[C:3]([OH:5])=O.C(N(CC)CC)C.CN(C(ON1N=NC2C=CC=NC1=2)=[N+](C)C)C.F[P-](F)(F)(F)(F)F.[NH2:42][C:43]12[C:61](=[O:62])[C:60]3[C:55](=[CH:56][CH:57]=[CH:58][CH:59]=3)[C:44]1([OH:63])[O:45][C:46]1[CH:51]=[C:50]([CH:52]([CH3:54])[CH3:53])[CH:49]=[CH:48][C:47]=12. The product is [OH:63][C:44]12[C:55]3[C:60](=[CH:59][CH:58]=[CH:57][CH:56]=3)[C:61](=[O:62])[C:43]1([NH:42][C:3](=[O:5])[C:2](=[O:1])[C:6]1[S:7][CH:8]=[CH:9][CH:10]=1)[C:47]1[CH:48]=[CH:49][C:50]([CH:52]([CH3:54])[CH3:53])=[CH:51][C:46]=1[O:45]2. (7) The product is [CH3:18][N-:19][CH3:20].[CH3:21][N-:22][CH3:23].[CH3:1][C:2]1[CH:3]([C:10]2[CH:17]=[CH:16][CH:15]=[CH:14][C:11]=2[CH2:12][O:13][Ti+2:30])[C:4]([CH3:9])=[C:5]([CH3:8])[C:6]=1[CH3:7]. The reactants are [CH3:1][C:2]1[CH:3]([C:10]2[CH:17]=[CH:16][CH:15]=[CH:14][C:11]=2[CH2:12][OH:13])[C:4]([CH3:9])=[C:5]([CH3:8])[C:6]=1[CH3:7].[CH3:18][N-:19][CH3:20].[CH3:21][N-:22][CH3:23].C[N-]C.C[N-]C.[Ti+4:30]. The yield is 0.833. The catalyst is C1(C)C=CC=CC=1.